Dataset: Reaction yield outcomes from USPTO patents with 853,638 reactions. Task: Predict the reaction yield, written as a fraction of the theoretical maximum amount of product (1.0 means a 100% yield; for example, 0.34 means a 34% yield). (1) The reactants are C(S[C:5]([S:11][CH2:12][CH2:13][CH3:14])=[C:6]([C:9]#[N:10])[C:7]#[N:8])CC.[NH:15]1[CH2:20][CH2:19][O:18][CH2:17][CH2:16]1. The catalyst is C(O)C. The product is [O:18]1[CH2:19][CH2:20][N:15]([C:5](=[C:6]([C:7]#[N:8])[C:9]#[N:10])[S:11][CH2:12][CH2:13][CH3:14])[CH2:16][CH2:17]1. The yield is 0.770. (2) The reactants are O1CCCC1.[C:6]([C:8]1[CH:9]=[C:10]([S:15](Cl)(=[O:17])=[O:16])[CH:11]=[CH:12][C:13]=1[F:14])#[N:7].C(N(CC)CC)C.[N:26]1[CH:31]=[CH:30][CH:29]=[CH:28][C:27]=1[CH2:32][NH2:33]. The catalyst is C(OCC)(=O)C. The product is [C:6]([C:8]1[CH:9]=[C:10]([S:15]([NH:33][CH2:32][C:27]2[CH:28]=[CH:29][CH:30]=[CH:31][N:26]=2)(=[O:17])=[O:16])[CH:11]=[CH:12][C:13]=1[F:14])#[N:7]. The yield is 0.920. (3) The yield is 0.290. The catalyst is ClCCl. The product is [CH3:1][O:2][C:3]1[CH:8]=[CH:7][CH:6]=[CH:5][C:4]=1[N:9]1[CH2:14][CH2:13][N:12]([CH2:15][C@H:16]([NH:24][C:39]([C:33]2([CH3:32])[CH2:38][CH2:37][CH2:36][CH2:35][CH2:34]2)=[O:40])[CH2:17][C:18]2[CH:19]=[N:20][CH:21]=[CH:22][CH:23]=2)[CH2:11][CH2:10]1. The reactants are [CH3:1][O:2][C:3]1[CH:8]=[CH:7][CH:6]=[CH:5][C:4]=1[N:9]1[CH2:14][CH2:13][N:12]([CH2:15][C@H:16]([NH2:24])[CH2:17][C:18]2[CH:19]=[N:20][CH:21]=[CH:22][CH:23]=2)[CH2:11][CH2:10]1.C(N(CC)CC)C.[CH3:32][C:33]1([C:39](Cl)=[O:40])[CH2:38][CH2:37][CH2:36][CH2:35][CH2:34]1. (4) The catalyst is ClCCl. The yield is 0.890. The product is [C:1]([O:5][C:6]([C:7]1([CH:8]=[CH2:9])[CH2:12][O:13][C:22](=[O:24])[O:11][CH2:10]1)=[O:14])([CH3:4])([CH3:2])[CH3:3]. The reactants are [C:1]([O:5][C:6](=[O:14])[C:7]([CH2:12][OH:13])([CH2:10][OH:11])[CH:8]=[CH2:9])([CH3:4])([CH3:3])[CH3:2].N1C=CC=CC=1.Cl[C:22](Cl)([O:24]C(=O)OC(Cl)(Cl)Cl)Cl.[Cl-].[NH4+]. (5) The reactants are F[C:2]1[CH:3]=[C:4]([CH:18]=[CH:19][C:20]=1[N+:21]([O-:23])=[O:22])[C:5]([N:7]([CH2:13][CH2:14][CH:15]([CH3:17])[CH3:16])[CH2:8][CH2:9][CH:10]([CH3:12])[CH3:11])=[O:6].[NH2:24][CH2:25][CH2:26][CH:27]1[O:31][CH2:30][CH2:29][O:28]1.C(=O)([O-])[O-].[K+].[K+]. The catalyst is C(#N)C. The product is [O:28]1[CH2:29][CH2:30][O:31][CH:27]1[CH2:26][CH2:25][NH:24][C:2]1[CH:3]=[C:4]([CH:18]=[CH:19][C:20]=1[N+:21]([O-:23])=[O:22])[C:5]([N:7]([CH2:13][CH2:14][CH:15]([CH3:17])[CH3:16])[CH2:8][CH2:9][CH:10]([CH3:12])[CH3:11])=[O:6]. The yield is 0.980.